From a dataset of Catalyst prediction with 721,799 reactions and 888 catalyst types from USPTO. Predict which catalyst facilitates the given reaction. (1) Reactant: [OH:1][CH2:2][C:3]1[CH:4]=[C:5]([S:9][CH2:10][CH2:11][OH:12])[CH:6]=[CH:7][CH:8]=1. Product: [OH:12][CH2:11][CH2:10][S:9][C:5]1[CH:4]=[C:3]([CH:8]=[CH:7][CH:6]=1)[CH:2]=[O:1]. The catalyst class is: 485. (2) Reactant: [Cl:1][C:2]1[CH:7]=[C:6]2[NH:8][C:9](=[O:28])[C:10]3([CH:15]([C:16]4[CH:21]=[CH:20][CH:19]=[C:18]([Cl:22])[CH:17]=4)[CH2:14][C:13](=[O:23])[NH:12][CH:11]3[C:24](=[O:27])[CH2:25][CH3:26])[C:5]2=[CH:4][CH:3]=1.[CH2:29]([Mg]Cl)[CH3:30].[NH4+].[Cl-]. Product: [Cl:1][C:2]1[CH:7]=[C:6]2[NH:8][C:9](=[O:28])[C:10]3([CH:15]([C:16]4[CH:21]=[CH:20][CH:19]=[C:18]([Cl:22])[CH:17]=4)[CH2:14][C:13](=[O:23])[NH:12][CH:11]3[C:24]([CH2:29][CH3:30])([OH:27])[CH2:25][CH3:26])[C:5]2=[CH:4][CH:3]=1. The catalyst class is: 7. (3) The catalyst class is: 87. Reactant: C[O:2][C:3](=[O:23])[C@@H:4]([NH:9][C:10]([NH:12][C:13]12[CH2:22][CH:17]3[CH2:18][CH:19]([CH2:21][CH:15]([CH2:16]3)[CH2:14]1)[CH2:20]2)=[O:11])[C:5]([CH3:8])([CH3:7])[CH3:6].O.[OH-].[Li+]. Product: [C:13]12([NH:12][C:10](=[O:11])[NH:9][C@@H:4]([C:5]([CH3:7])([CH3:6])[CH3:8])[C:3]([OH:23])=[O:2])[CH2:14][CH:15]3[CH2:16][CH:17]([CH2:18][CH:19]([CH2:21]3)[CH2:20]1)[CH2:22]2. (4) Reactant: C(OC(=O)[NH:7][CH2:8][CH:9]1[CH2:13][CH2:12][CH2:11][N:10]1[CH2:14][C@H:15]([OH:27])[C:16]1[CH:25]=[CH:24][C:19]2[C:20](=[O:23])[O:21][CH2:22][C:18]=2[C:17]=1[CH3:26])(C)(C)C.[ClH:29]. Product: [ClH:29].[NH2:7][CH2:8][CH:9]1[CH2:13][CH2:12][CH2:11][N:10]1[CH2:14][C@@H:15]([C:16]1[CH:25]=[CH:24][C:19]2[C:20](=[O:23])[O:21][CH2:22][C:18]=2[C:17]=1[CH3:26])[OH:27]. The catalyst class is: 12. (5) Reactant: [Cl:1][C:2]1[CH:7]=[C:6]([Cl:8])[CH:5]=[CH:4][C:3]=1[CH:9]([NH:16][C:17]([NH:19][C:20]1[CH:25]=[CH:24][C:23]([Cl:26])=[CH:22][CH:21]=1)=[NH:18])[CH2:10][N:11]1[CH:15]=[CH:14][N:13]=[CH:12]1.[C:27]([N:34]1[CH:38]=[CH:37]N=C1)(N1C=CN=C1)=[O:28].[Cl:39][C:40]1[CH:45]=[CH:44]C(CN)=[CH:42][CH:41]=1.Cl. Product: [Cl:1][C:2]1[CH:7]=[C:6]([Cl:8])[CH:5]=[CH:4][C:3]=1[CH:9]([NH:16][C:17]([NH:19][C:20]1[CH:21]=[CH:22][C:23]([Cl:26])=[CH:24][CH:25]=1)=[N:18][C:27]([NH:34][CH2:38][C:37]1[CH:44]=[CH:45][C:40]([Cl:39])=[CH:41][CH:42]=1)=[O:28])[CH2:10][N:11]1[CH:15]=[CH:14][N:13]=[CH:12]1. The catalyst class is: 116. (6) Reactant: [OH-].[Na+].C[O:4][C:5](=[O:39])[CH2:6][C:7]1[CH:8]=[N:9][CH:10]=[C:11]([C:13]2[CH:18]=[CH:17][C:16]([C:19]([CH2:37][CH3:38])([C:22]3[CH:27]=[CH:26][C:25]([O:28][CH2:29][CH:30]([OH:35])[C:31]([CH3:34])([CH3:33])[CH3:32])=[C:24]([CH3:36])[CH:23]=3)[CH2:20][CH3:21])=[CH:15][CH:14]=2)[CH:12]=1.[Cl-].[NH4+]. Product: [CH2:20]([C:19]([C:16]1[CH:15]=[CH:14][C:13]([C:11]2[CH:12]=[C:7]([CH2:6][C:5]([OH:39])=[O:4])[CH:8]=[N:9][CH:10]=2)=[CH:18][CH:17]=1)([C:22]1[CH:27]=[CH:26][C:25]([O:28][CH2:29][CH:30]([OH:35])[C:31]([CH3:33])([CH3:34])[CH3:32])=[C:24]([CH3:36])[CH:23]=1)[CH2:37][CH3:38])[CH3:21]. The catalyst class is: 111. (7) Reactant: Cl[C:2]1[C:7]([N:8]2[CH2:14][CH:13]3[O:15][CH:10]([CH2:11][CH2:12]3)[CH2:9]2)=[C:6](Cl)[N:5]=[C:4]([C:17]2[C:25]3[C:20](=[N:21][CH:22]=[CH:23][CH:24]=3)[N:19]([CH2:26][C:27]3[CH:32]=[CH:31][CH:30]=[CH:29][C:28]=3[F:33])[N:18]=2)[N:3]=1.C([O-])=O.[NH4+]. Product: [F:33][C:28]1[CH:29]=[CH:30][CH:31]=[CH:32][C:27]=1[CH2:26][N:19]1[C:20]2=[N:21][CH:22]=[CH:23][CH:24]=[C:25]2[C:17]([C:4]2[N:5]=[CH:6][C:7]([N:8]3[CH2:9][CH:10]4[O:15][CH:13]([CH2:12][CH2:11]4)[CH2:14]3)=[CH:2][N:3]=2)=[N:18]1. The catalyst class is: 19.